Dataset: Full USPTO retrosynthesis dataset with 1.9M reactions from patents (1976-2016). Task: Predict the reactants needed to synthesize the given product. (1) Given the product [ClH:28].[Cl:32][C:16]1[S:15][C:14]2=[N:17][CH2:18][CH2:19][N:13]2[C:12]=1[C:2]1[C:11]2[C:6](=[CH:7][CH:8]=[CH:9][CH:10]=2)[CH:5]=[CH:4][CH:3]=1, predict the reactants needed to synthesize it. The reactants are: Br.[C:2]1([C:12]2[N:13]3[CH2:19][CH2:18][N:17]=[C:14]3[S:15][CH:16]=2)[C:11]2[C:6](=[CH:7][CH:8]=[CH:9][CH:10]=2)[CH:5]=[CH:4][CH:3]=1.C([O-])(O)=O.[Na+].I([Cl:28])(=O)=O.I([Cl:32])(=O)=O.I(Cl)(=O)=O.I(Cl)(=O)=O.C([N+](C)(C)C)C1C=CC=CC=1. (2) Given the product [CH2:1]([O:8][C:9]([NH:11][CH2:12][C:13]1([C:26]([OH:28])=[O:27])[CH2:18][CH2:17][N:16]([C:19]([O:21][C:22]([CH3:23])([CH3:24])[CH3:25])=[O:20])[CH2:15][CH2:14]1)=[O:10])[C:2]1[CH:3]=[CH:4][CH:5]=[CH:6][CH:7]=1, predict the reactants needed to synthesize it. The reactants are: [CH2:1]([O:8][C:9]([NH:11][CH2:12][C:13]1([C:26]([O:28]C)=[O:27])[CH2:18][CH2:17][N:16]([C:19]([O:21][C:22]([CH3:25])([CH3:24])[CH3:23])=[O:20])[CH2:15][CH2:14]1)=[O:10])[C:2]1[CH:7]=[CH:6][CH:5]=[CH:4][CH:3]=1.[OH-].[Na+].Cl. (3) Given the product [Cl:11][C:12]1[C:21]2[C:16](=[CH:17][CH:18]=[C:19]([CH:22]=[O:23])[CH:20]=2)[N:15]=[C:14]([N:24]2[CH2:30][C:29]3[CH:31]=[CH:32][CH:33]=[CH:34][C:28]=3[S:27](=[O:36])(=[O:35])[CH2:26][CH2:25]2)[CH:13]=1, predict the reactants needed to synthesize it. The reactants are: C(Cl)(=O)C(Cl)=O.CS(C)=O.[Cl:11][C:12]1[C:21]2[C:16](=[CH:17][CH:18]=[C:19]([CH2:22][OH:23])[CH:20]=2)[N:15]=[C:14]([N:24]2[CH2:30][C:29]3[CH:31]=[CH:32][CH:33]=[CH:34][C:28]=3[S:27](=[O:36])(=[O:35])[CH2:26][CH2:25]2)[CH:13]=1.C(N(CC)CC)C. (4) Given the product [CH3:27][O:28][CH:29]1[CH2:32][N:31]([C:23]([C:20]2[CH:21]=[C:22]3[C:17](=[CH:18][CH:19]=2)[CH:16]=[N:15][CH:14]=[C:13]3[C:10]2[CH:9]=[CH:8][C:7]([C:5]3[CH:4]=[N:3][N:2]([CH3:1])[CH:6]=3)=[CH:12][CH:11]=2)=[O:25])[CH2:30]1, predict the reactants needed to synthesize it. The reactants are: [CH3:1][N:2]1[CH:6]=[C:5]([C:7]2[CH:12]=[CH:11][C:10]([C:13]3[C:22]4[C:17](=[CH:18][CH:19]=[C:20]([C:23]([OH:25])=O)[CH:21]=4)[CH:16]=[N:15][CH:14]=3)=[CH:9][CH:8]=2)[CH:4]=[N:3]1.Cl.[CH3:27][O:28][CH:29]1[CH2:32][NH:31][CH2:30]1.F[P-](F)(F)(F)(F)F.CN(C(N(C)C)=[N+]1C2C(=NC=CC=2)[N+]([O-])=N1)C.C(N(CC)C(C)C)(C)C. (5) Given the product [Br:1][CH2:2][CH2:3][CH2:4][C:5]([CH3:12])([CH3:11])[CH2:6][OH:7], predict the reactants needed to synthesize it. The reactants are: [Br:1][CH2:2][CH2:3][CH2:4][C:5]([CH3:12])([CH3:11])[C:6](OCC)=[O:7].[Li+].[BH4-].CO. (6) Given the product [F:1][C:2]1[CH:11]=[CH:10][CH:9]=[C:8]2[C:3]=1[C:4]([C:21]1[C:22](=[O:23])[NH:24][C:27](=[O:26])[C:28]=1[C:30]1[C:31]3[CH:44]=[CH:43][S:42][C:32]=3[NH:33][CH:34]=1)=[N:5][C:6]([N:12]1[CH2:17][CH2:16][N:15]3[CH2:18][CH2:19][CH2:20][C@@H:14]3[CH2:13]1)=[N:7]2, predict the reactants needed to synthesize it. The reactants are: [F:1][C:2]1[CH:11]=[CH:10][CH:9]=[C:8]2[C:3]=1[C:4]([CH2:21][C:22]([NH2:24])=[O:23])=[N:5][C:6]([N:12]1[CH2:17][CH2:16][N:15]3[CH2:18][CH2:19][CH2:20][C@@H:14]3[CH2:13]1)=[N:7]2.C[O:26][C:27](=O)[C:28]([C:30]1[C:31]2[CH:44]=[CH:43][S:42][C:32]=2[N:33](C(OC(C)(C)C)=O)[CH:34]=1)=O.O(C(C)(C)C)[K].O. (7) The reactants are: [C:1]1([C:7]2[CH:8]=[C:9]([CH2:24][OH:25])[CH:10]=[CH:11][C:12]=2[CH2:13][N:14]2[CH2:23][CH2:22][C:21]3[C:16](=[CH:17][CH:18]=[CH:19][CH:20]=3)[CH2:15]2)[CH2:6][CH2:5][CH2:4][CH2:3][CH:2]=1.O[C:27]1[CH:32]=[CH:31][C:30]([CH:33]([C:40]#[C:41][CH3:42])[CH2:34][C:35]([O:37][CH2:38][CH3:39])=[O:36])=[CH:29][CH:28]=1.C1(P(C2C=CC=CC=2)C2C=CC=CC=2)C=CC=CC=1.N(C(OC(C)C)=O)=NC(OC(C)C)=O. Given the product [C:1]1([C:7]2[CH:8]=[C:9]([CH:10]=[CH:11][C:12]=2[CH2:13][N:14]2[CH2:23][CH2:22][C:21]3[C:16](=[CH:17][CH:18]=[CH:19][CH:20]=3)[CH2:15]2)[CH2:24][O:25][C:27]2[CH:32]=[CH:31][C:30]([CH:33]([C:40]#[C:41][CH3:42])[CH2:34][C:35]([O:37][CH2:38][CH3:39])=[O:36])=[CH:29][CH:28]=2)[CH2:6][CH2:5][CH2:4][CH2:3][CH:2]=1, predict the reactants needed to synthesize it. (8) Given the product [C:1]([O:4][CH2:5][C@@H:6]([O:23][S:32]([CH3:31])(=[O:34])=[O:33])[C@@H:7]([NH:15][C:16]([O:18][C:19]([CH3:22])([CH3:21])[CH3:20])=[O:17])[CH2:8][C:9]1[CH:10]=[CH:11][CH:12]=[CH:13][CH:14]=1)(=[O:3])[CH3:2], predict the reactants needed to synthesize it. The reactants are: [C:1]([O:4][CH2:5][CH:6]([OH:23])[C@@H:7]([NH:15][C:16]([O:18][C:19]([CH3:22])([CH3:21])[CH3:20])=[O:17])[CH2:8][C:9]1[CH:14]=[CH:13][CH:12]=[CH:11][CH:10]=1)(=[O:3])[CH3:2].CCN(CC)CC.[CH3:31][S:32](Cl)(=[O:34])=[O:33].O.